From a dataset of Catalyst prediction with 721,799 reactions and 888 catalyst types from USPTO. Predict which catalyst facilitates the given reaction. (1) Reactant: N[C:2]1[CH:10]=[CH:9][CH:8]=[C:4]([C:5]([OH:7])=[O:6])[C:3]=1[C:11]([OH:13])=[O:12].[N+]([O-])([O-])=O.[Na+].[I-:19].[K+].NC(N)=O.S([O-])([O-])(=O)=S.[Na+].[Na+]. Product: [I:19][C:2]1[CH:10]=[CH:9][CH:8]=[C:4]([C:5]([OH:7])=[O:6])[C:3]=1[C:11]([OH:13])=[O:12]. The catalyst class is: 33. (2) Reactant: [F:1][C:2]1[CH:3]=[C:4]2[C:8](=[CH:9][CH:10]=1)[NH:7][C:6](=[O:11])/[C:5]/2=[CH:12]\[C:13]1[NH:22][C:21]2[CH2:20][CH2:19][CH2:18][N:17]([CH2:23][C@H:24]([OH:32])[CH2:25][N:26]3[CH2:31][CH2:30][O:29][CH2:28][CH2:27]3)[C:16](=[O:33])[C:15]=2[C:14]=1[CH3:34].[C:35]([OH:42])(=[O:41])/[CH:36]=[CH:37]\[C:38]([OH:40])=[O:39]. Product: [C:35]([OH:42])(=[O:41])/[CH:36]=[CH:37]\[C:38]([OH:40])=[O:39].[F:1][C:2]1[CH:3]=[C:4]2[C:8](=[CH:9][CH:10]=1)[NH:7][C:6](=[O:11])/[C:5]/2=[CH:12]\[C:13]1[NH:22][C:21]2[CH2:20][CH2:19][CH2:18][N:17]([CH2:23][C@H:24]([OH:32])[CH2:25][N:26]3[CH2:27][CH2:28][O:29][CH2:30][CH2:31]3)[C:16](=[O:33])[C:15]=2[C:14]=1[CH3:34]. The catalyst class is: 5. (3) Reactant: [C:1]([O:5][C:6]([N:8]1[CH2:12][C@H:11]([OH:13])[CH2:10][C@H:9]1[C:14]([OH:16])=O)=[O:7])([CH3:4])([CH3:3])[CH3:2].[CH:17]1[CH:22]=NC2N(O)N=[N:25][C:19]=2[CH:18]=1.C1(N)CCC1.C([O-])(O)=O.[Na+]. Product: [C:1]([O:5][C:6]([N:8]1[CH2:12][C@H:11]([OH:13])[CH2:10][C@H:9]1[C:14](=[O:16])[NH:25][CH:19]1[CH2:18][CH2:17][CH2:22]1)=[O:7])([CH3:2])([CH3:3])[CH3:4]. The catalyst class is: 607. (4) Reactant: [Cl:1][C:2]1[CH:7]=[C:6]([C:8](O)=[O:9])[C:5]([O:11][CH3:12])=[CH:4][C:3]=1[C:13]1[CH:18]=[CH:17][CH:16]=[CH:15][C:14]=1[C:19]([F:22])([F:21])[F:20].S(Cl)(Cl)=[O:24].[CH:27]1[CH:28]=[CH:29][N:30]2[CH2:36][C:35]3[CH:37]=[CH:38][CH:39]=[CH:40][C:34]=3[NH:33][CH2:32][C:31]=12.C(N(CC)CC)C.[O:48]1[CH2:52]CCC1. Product: [Cl:1][C:2]1[C:3]([C:13]2[CH:18]=[CH:17][CH:16]=[CH:15][C:14]=2[C:19]([F:20])([F:22])[F:21])=[CH:4][C:5]([O:11][CH3:12])=[C:6]([C:8]([N:33]2[C:34]3[CH:40]=[CH:39][CH:38]=[CH:37][C:35]=3[CH2:36][N:30]3[C:29]([C:52]([OH:48])=[O:24])=[CH:28][CH:27]=[C:31]3[CH2:32]2)=[O:9])[CH:7]=1. The catalyst class is: 120. (5) Product: [O:18]([C:2]1[N:7]=[C:6]([C:8]([F:11])([F:10])[F:9])[CH:5]=[CH:4][N:3]=1)[C:12]1[CH:17]=[CH:16][CH:15]=[CH:14][CH:13]=1. Reactant: Cl[C:2]1[N:7]=[C:6]([C:8]([F:11])([F:10])[F:9])[CH:5]=[CH:4][N:3]=1.[C:12]1([OH:18])[CH:17]=[CH:16][CH:15]=[CH:14][CH:13]=1.C(=O)([O-])[O-].[K+].[K+]. The catalyst class is: 3. (6) Reactant: [CH3:1][O:2][C:3]([C:5]1[S:6][CH:7]=[C:8]([Br:11])[C:9]=1[OH:10])=[O:4].[C:12](=O)([O-])[O-].[K+].[K+].IC. Product: [CH3:1][O:2][C:3]([C:5]1[S:6][CH:7]=[C:8]([Br:11])[C:9]=1[O:10][CH3:12])=[O:4]. The catalyst class is: 21. (7) Reactant: [CH2:1]([NH:8][C:9]([C:11]1([NH:17][C:18](=[O:33])[C:19]2[CH:24]=[C:23]([C:25]([CH3:28])([CH3:27])[CH3:26])[N:22]=[C:21]([C:29]([CH3:32])([CH3:31])[CH3:30])[CH:20]=2)[CH2:16][CH2:15][NH:14][CH2:13][CH2:12]1)=[O:10])[C:2]1[CH:7]=[CH:6][CH:5]=[CH:4][CH:3]=1.[CH2:34]=O.[OH-].[Na+]. Product: [CH2:1]([NH:8][C:9]([C:11]1([NH:17][C:18](=[O:33])[C:19]2[CH:20]=[C:21]([C:29]([CH3:32])([CH3:31])[CH3:30])[N:22]=[C:23]([C:25]([CH3:26])([CH3:27])[CH3:28])[CH:24]=2)[CH2:16][CH2:15][N:14]([CH3:34])[CH2:13][CH2:12]1)=[O:10])[C:2]1[CH:3]=[CH:4][CH:5]=[CH:6][CH:7]=1. The catalyst class is: 6.